Dataset: Full USPTO retrosynthesis dataset with 1.9M reactions from patents (1976-2016). Task: Predict the reactants needed to synthesize the given product. (1) Given the product [Cl:1][C:2]1[C:3]([F:10])=[C:4]([CH:5]([OH:6])[CH:11]=[CH2:12])[CH:7]=[CH:8][CH:9]=1, predict the reactants needed to synthesize it. The reactants are: [Cl:1][C:2]1[C:3]([F:10])=[C:4]([CH:7]=[CH:8][CH:9]=1)[CH:5]=[O:6].[CH:11]([Mg]Br)=[CH2:12]. (2) Given the product [Cl:8][C:9]1[C:18]([N+:19]([O-:21])=[O:20])=[C:17]([NH:22][CH2:23][C:24]([NH:26][S:29]([CH3:28])(=[O:31])=[O:30])([CH3:27])[CH3:25])[C:16]2[C:11](=[CH:12][CH:13]=[CH:14][CH:15]=2)[N:10]=1, predict the reactants needed to synthesize it. The reactants are: C(N(CC)CC)C.[Cl:8][C:9]1[C:18]([N+:19]([O-:21])=[O:20])=[C:17]([NH:22][CH2:23][C:24]([CH3:27])([NH2:26])[CH3:25])[C:16]2[C:11](=[CH:12][CH:13]=[CH:14][CH:15]=2)[N:10]=1.[CH3:28][S:29](Cl)(=[O:31])=[O:30]. (3) The reactants are: [N+:1]1([O-])[CH:6]=[CH:5][C:4]([C:7]2[CH:12]=[CH:11][N:10]=[CH:9][CH:8]=2)=[CH:3][CH:2]=1.P(Cl)(Cl)([Cl:16])=O. Given the product [Cl:16][C:2]1[CH:3]=[C:4]([C:7]2[CH:12]=[CH:11][N:10]=[CH:9][CH:8]=2)[CH:5]=[CH:6][N:1]=1, predict the reactants needed to synthesize it. (4) Given the product [OH:33][C:27]([C:29]([F:32])([F:31])[F:30])=[O:28].[CH3:12][C:9]1[NH:10][C:11]2[C:7]([C:8]=1[CH3:13])=[C:6]([NH:14][C@H:15]1[CH2:19][CH2:18][NH:17][CH2:16]1)[CH:5]=[CH:4][C:3]=2[C:1]#[N:2], predict the reactants needed to synthesize it. The reactants are: [C:1]([C:3]1[CH:4]=[CH:5][C:6]([NH:14][C@H:15]2[CH2:19][CH2:18][N:17](C(OC(C)(C)C)=O)[CH2:16]2)=[C:7]2[C:11]=1[NH:10][C:9]([CH3:12])=[C:8]2[CH3:13])#[N:2].[C:27]([OH:33])([C:29]([F:32])([F:31])[F:30])=[O:28]. (5) The reactants are: [NH2:1][C:2]1[C:7]2[N:8]=[C:9]([S:25][C:26]3[C:34]([I:35])=[CH:33][C:29]4[O:30][CH2:31][O:32][C:28]=4[CH:27]=3)[N:10]([CH2:11][CH2:12][CH2:13][N:14]3C(=O)C4C(=CC=CC=4)C3=O)[C:6]=2[CH:5]=[CH:4][N:3]=1.NCCN1C2C=CN=C(N)C=2N=C1SC1C(I)=CC2OCOC=2C=1. Given the product [NH2:14][CH2:13][CH2:12][CH2:11][N:10]1[C:6]2[CH:5]=[CH:4][N:3]=[C:2]([NH2:1])[C:7]=2[N:8]=[C:9]1[S:25][C:26]1[C:34]([I:35])=[CH:33][C:29]2[O:30][CH2:31][O:32][C:28]=2[CH:27]=1, predict the reactants needed to synthesize it. (6) Given the product [Br:1][C:2]1[C:3]2[C:8](=[CH:7][C:6]([C:13]3[O:14][C:15]4[CH:27]=[CH:26][CH:25]=[CH:24][C:16]=4[C:17]=3[C:18](=[O:23])[CH2:19][CH2:20][CH2:21][CH3:22])=[CH:5][CH:4]=2)[CH:9]=[CH:10][C:11]=1[O:12][CH2:31][C:32]#[N:33], predict the reactants needed to synthesize it. The reactants are: [Br:1][C:2]1[C:11]([OH:12])=[CH:10][CH:9]=[C:8]2[C:3]=1[CH:4]=[CH:5][C:6]([C:13]1[O:14][C:15]3[CH:27]=[CH:26][CH:25]=[CH:24][C:16]=3[C:17]=1[C:18](=[O:23])[CH2:19][CH2:20][CH2:21][CH3:22])=[CH:7]2.[H-].[Na+].Br[CH2:31][C:32]#[N:33].Cl.